From a dataset of Catalyst prediction with 721,799 reactions and 888 catalyst types from USPTO. Predict which catalyst facilitates the given reaction. (1) Reactant: [O:1]=[C:2]1[CH2:6][CH2:5][C@H:4](/[CH:7]=[CH:8]/[C:9](=[O:15])[CH2:10][CH2:11][CH2:12][CH2:13][CH3:14])[N:3]1[CH2:16][CH2:17][S:18][CH2:19][CH2:20][CH2:21][C:22]([O:24][CH3:25])=[O:23].B1(C)OC(C2C=CC=CC=2)(C2C=CC=CC=2)[C@@H]2N1CCC2.Cl. Product: [CH3:25][O:24][C:22](=[O:23])[CH2:21][CH2:20][CH2:19][S:18][CH2:17][CH2:16][N:3]1[C:2](=[O:1])[CH2:6][CH2:5][C@@H:4]1/[CH:7]=[CH:8]/[C@@H:9]([OH:15])[CH2:10][CH2:11][CH2:12][CH2:13][CH3:14]. The catalyst class is: 224. (2) Reactant: [CH3:1][S:2](Cl)(=[O:4])=[O:3].C(N(CC)CC)C.[Cl:13][C:14]1[CH:19]=[CH:18][C:17]([CH2:20][CH2:21][CH2:22][OH:23])=[CH:16][CH:15]=1. Product: [CH3:1][S:2]([O:23][CH2:22][CH2:21][CH2:20][C:17]1[CH:16]=[CH:15][C:14]([Cl:13])=[CH:19][CH:18]=1)(=[O:4])=[O:3]. The catalyst class is: 20. (3) The catalyst class is: 2. Reactant: [C:1]([O:5][C:6](=[O:9])[CH2:7][NH2:8])([CH3:4])([CH3:3])[CH3:2].[CH3:10][O:11][CH2:12][C:13]([CH3:18])([CH3:17])[CH2:14][CH:15]=O. Product: [C:1]([O:5][C:6](=[O:9])[CH2:7]/[N:8]=[CH:15]/[CH2:14][C:13]([CH3:18])([CH3:17])[CH2:12][O:11][CH3:10])([CH3:4])([CH3:3])[CH3:2]. (4) Reactant: CN(C)[C:3](Cl)=[O:4].[F:7][C:8]1[CH:13]=[C:12]([N+:14]([O-:16])=[O:15])[CH:11]=[CH:10][C:9]=1[N:17]1[CH2:22][CH2:21][CH:20]([C:23]([NH:25][NH2:26])=[O:24])[CH2:19][CH2:18]1. Product: [F:7][C:8]1[CH:13]=[C:12]([N+:14]([O-:16])=[O:15])[CH:11]=[CH:10][C:9]=1[N:17]1[CH2:22][CH2:21][CH:20]([C:23]2[O:24][C:3](=[O:4])[NH:26][N:25]=2)[CH2:19][CH2:18]1. The catalyst class is: 17. (5) Reactant: [NH2:1][C:2]1[CH:3]=[C:4]([CH:8]=[CH:9][CH:10]=1)[C:5]([OH:7])=[O:6].Cl[C:12](Cl)([O:14]C(=O)OC(Cl)(Cl)Cl)Cl.Cl.[CH2:24]([O:26][C:27](=[O:31])[CH2:28][CH2:29][NH2:30])[CH3:25].C([O-])(O)=O.[Na+]. Product: [CH2:24]([O:26][C:27]([CH2:28][CH2:29][NH:30][C:12](=[O:14])[NH:1][C:2]1[CH:3]=[C:4]([CH:8]=[CH:9][CH:10]=1)[C:5]([OH:7])=[O:6])=[O:31])[CH3:25]. The catalyst class is: 76. (6) Reactant: [F:1][C:2]1[CH:21]=[CH:20][C:5]([CH2:6][NH:7][C:8]([C:10]2[CH:15]=[C:14]([CH:16]=[N:17][OH:18])[N:13]=[C:12]([CH3:19])[N:11]=2)=[O:9])=[CH:4][C:3]=1[O:22][CH3:23].[CH3:24][C:25]1[CH:30]=[CH:29][C:28]([S:31]([O:34][CH2:35][C@@H:36]2[CH2:41][O:40][C@@H:39]([CH:42]=[CH2:43])[CH2:38][O:37]2)(=[O:33])=[O:32])=[CH:27][CH:26]=1.C(O)(=O)C.C(O)(=O)C.IC1C=CC=CC=1. Product: [CH3:24][C:25]1[CH:30]=[CH:29][C:28]([S:31]([O:34][CH2:35][C@@H:36]2[CH2:41][O:40][C@@H:39]([C@H:42]3[O:18][N:17]=[C:16]([C:14]4[CH:15]=[C:10]([C:8](=[O:9])[NH:7][CH2:6][C:5]5[CH:20]=[CH:21][C:2]([F:1])=[C:3]([O:22][CH3:23])[CH:4]=5)[N:11]=[C:12]([CH3:19])[N:13]=4)[CH2:43]3)[CH2:38][O:37]2)(=[O:32])=[O:33])=[CH:27][CH:26]=1. The catalyst class is: 22. (7) Reactant: C(N(CC)CC)C.Cl[C:9]([O:11][CH3:12])=[O:10].[CH3:13][C:14]([NH:16][CH:17]1[C:27]2[CH:28]=[C:29]([OH:32])[CH:30]=[CH:31][C:26]=2[C:25]2[C:20](=[CH:21][C:22]([O:37][CH3:38])=[C:23]([O:35][CH3:36])[C:24]=2[O:33][CH3:34])[CH2:19][CH2:18]1)=[O:15]. Product: [C:9](=[O:10])([O:11][CH3:12])[O:32][C:29]1[CH:30]=[CH:31][C:26]2[C:25]3[C:24]([O:33][CH3:34])=[C:23]([O:35][CH3:36])[C:22]([O:37][CH3:38])=[CH:21][C:20]=3[CH2:19][CH2:18][C@H:17]([NH:16][C:14](=[O:15])[CH3:13])[C:27]=2[CH:28]=1. The catalyst class is: 1. (8) Reactant: Cl.CN.O[N:5]1[C:9]2C=CC=CC=2N=N1.[Br:14][C:15]1[C:23]([F:24])=[CH:22][C:18]([C:19](O)=[O:20])=[C:17]([F:25])[CH:16]=1.C(N(CC)CC)C.Cl.CN(C)CCCN=C=NCC. Product: [Br:14][C:15]1[C:23]([F:24])=[CH:22][C:18]([C:19]([NH:5][CH3:9])=[O:20])=[C:17]([F:25])[CH:16]=1. The catalyst class is: 35. (9) Reactant: [Cl:1][C:2]1[CH:10]=[C:9]([F:11])[C:8]([S:12]([Cl:15])(=[O:14])=[O:13])=[CH:7][C:3]=1[C:4](O)=[O:5].[Cl:16]CCl.C(Cl)(=O)C(Cl)=O. Product: [Cl:1][C:2]1[CH:10]=[C:9]([F:11])[C:8]([S:12]([Cl:15])(=[O:14])=[O:13])=[CH:7][C:3]=1[C:4]([Cl:16])=[O:5]. The catalyst class is: 9.